From a dataset of Reaction yield outcomes from USPTO patents with 853,638 reactions. Predict the reaction yield, written as a fraction of the theoretical maximum amount of product (1.0 means a 100% yield; for example, 0.34 means a 34% yield). The reactants are C([O:5][C:6](=[O:20])/[CH:7]=[CH:8]/[C:9]1[CH:10]=[N:11][C:12]2[NH:13][C:14](=[O:19])[CH2:15][CH2:16][C:17]=2[CH:18]=1)(C)(C)C.[O:21]1CCOCC1.[OH-].[Na+].Cl. The catalyst is CO. The product is [NH2:13][C:12]1[N:11]=[CH:10][C:9](/[CH:8]=[CH:7]/[C:6]([OH:5])=[O:20])=[CH:18][C:17]=1[CH2:16][CH2:15][C:14]([OH:19])=[O:21]. The yield is 0.780.